From a dataset of Catalyst prediction with 721,799 reactions and 888 catalyst types from USPTO. Predict which catalyst facilitates the given reaction. (1) Reactant: [C:1]1([CH3:11])[CH:6]=[CH:5]C(S(O)(=O)=O)=CC=1.[NH2:12][CH:13]([C:16]#[N:17])[C:14]#[N:15].C(N(CC)CC)C.C(OC)(OC)(OC)CCC.[CH2:35]([NH2:39])[CH:36]([CH3:38])[CH3:37].C(=O)([O-])[O-].[Na+].[Na+]. Product: [NH2:15][C:14]1[N:39]([CH2:35][CH:36]([CH3:38])[CH3:37])[C:5]([CH2:6][CH2:1][CH3:11])=[N:12][C:13]=1[C:16]#[N:17]. The catalyst class is: 11. (2) Reactant: [N+:1]([C:4]1[C:5]([C:14]([C:16]2[CH:17]=[N:18][C:19]([C:22]([F:25])([F:24])[F:23])=[CH:20][CH:21]=2)=[O:15])=[CH:6][CH:7]=[C:8]2[C:13]=1[N:12]=[CH:11][CH:10]=[CH:9]2)([O-])=O. Product: [NH2:1][C:4]1[C:5]([C:14]([C:16]2[CH:17]=[N:18][C:19]([C:22]([F:25])([F:24])[F:23])=[CH:20][CH:21]=2)=[O:15])=[CH:6][CH:7]=[C:8]2[C:13]=1[N:12]=[CH:11][CH:10]=[CH:9]2. The catalyst class is: 123. (3) Reactant: [CH2:1]([N:8]1[C:16]2[C:11](=[CH:12][C:13]([C:17]([O:19]C)=[O:18])=[CH:14][CH:15]=2)[C:10]([CH3:21])=[N:9]1)[C:2]1[CH:7]=[CH:6][CH:5]=[CH:4][CH:3]=1.[OH-].[Li+].O.Cl. Product: [CH2:1]([N:8]1[C:16]2[C:11](=[CH:12][C:13]([C:17]([OH:19])=[O:18])=[CH:14][CH:15]=2)[C:10]([CH3:21])=[N:9]1)[C:2]1[CH:3]=[CH:4][CH:5]=[CH:6][CH:7]=1. The catalyst class is: 169. (4) Reactant: [CH2:1]([NH2:4])[C:2]#[CH:3].C(N(CC)CC)C.[C:12](O[C:12]([O:14][C:15]([CH3:18])([CH3:17])[CH3:16])=[O:13])([O:14][C:15]([CH3:18])([CH3:17])[CH3:16])=[O:13]. Product: [C:15]([O:14][C:12]([NH:4][CH2:1][C:2]#[CH:3])=[O:13])([CH3:18])([CH3:17])[CH3:16]. The catalyst class is: 27. (5) Reactant: [C:1]([O:5][C:6]([N:8]1[CH2:13][CH2:12][C:11]([C:17]2[CH:22]=[CH:21][C:20]([Cl:23])=[C:19]([Cl:24])[CH:18]=2)(C(O)=O)[CH2:10][CH2:9]1)=[O:7])([CH3:4])([CH3:3])[CH3:2].C1C=CC(P(N=[N+]=[N-])(C2C=CC=CC=2)=O)=CC=1.C[N:43]([CH:45]=[O:46])C. Product: [Cl:24][C:19]1[CH:18]=[C:17]([C:11]2([N:43]=[C:45]=[O:46])[CH2:12][CH2:13][N:8]([C:6]([O:5][C:1]([CH3:3])([CH3:2])[CH3:4])=[O:7])[CH2:9][CH2:10]2)[CH:22]=[CH:21][C:20]=1[Cl:23]. The catalyst class is: 25. (6) Reactant: [F:1][C:2]1[CH:3]=[C:4]([C:9]2([CH3:22])[N:13]([CH2:14][C:15]([OH:17])=O)[C:12](=[O:18])[N:11]([CH2:19][CH3:20])[C:10]2=[O:21])[CH:5]=[C:6]([F:8])[CH:7]=1.[NH2:23][C:24]1[CH:25]=[C:26]2[C:39](=[CH:40][CH:41]=1)[CH2:38][C@:28]1([C:36]3[C:31](=[N:32][CH:33]=[CH:34][CH:35]=3)[NH:30][C:29]1=[O:37])[CH2:27]2.C1C=CC2N(O)N=NC=2C=1.C(Cl)CCl.C(N(CC)C(C)C)(C)C. Product: [F:8][C:6]1[CH:5]=[C:4]([C:9]2([CH3:22])[N:13]([CH2:14][C:15]([NH:23][C:24]3[CH:25]=[C:26]4[C:39](=[CH:40][CH:41]=3)[CH2:38][C@:28]3([C:36]5[C:31](=[N:32][CH:33]=[CH:34][CH:35]=5)[NH:30][C:29]3=[O:37])[CH2:27]4)=[O:17])[C:12](=[O:18])[N:11]([CH2:19][CH3:20])[C:10]2=[O:21])[CH:3]=[C:2]([F:1])[CH:7]=1. The catalyst class is: 3. (7) Product: [CH2:8]([N:5]1[CH2:6][CH2:7][CH:2]([N:1]=[CH:15][C:17]2[CH:22]=[CH:21][N:20]=[CH:19][CH:18]=2)[CH2:3][CH2:4]1)[C:9]1[CH:14]=[CH:13][CH:12]=[CH:11][CH:10]=1. The catalyst class is: 8. Reactant: [NH2:1][CH:2]1[CH2:7][CH2:6][N:5]([CH2:8][C:9]2[CH:14]=[CH:13][CH:12]=[CH:11][CH:10]=2)[CH2:4][CH2:3]1.[CH:15]([C:17]1[CH:22]=[CH:21][N:20]=[CH:19][CH:18]=1)=O. (8) Reactant: [Cl-].[CH3:2][O:3]C[P+](C1C=CC=CC=1)(C1C=CC=CC=1)C1C=CC=CC=1.C[Si]([N-][Si](C)(C)C)(C)C.[K+].O=[C:35]1[CH:40]2[CH2:41][CH2:42][CH:36]1[CH2:37][CH:38]([C:43]1[NH:51][C:50]3[C:49](=[O:52])[N:48]([CH2:53][CH2:54][CH3:55])[C:47](=[O:56])[N:46]([CH2:57][CH2:58][CH3:59])[C:45]=3[N:44]=1)[CH2:39]2. Product: [O:56]=[C:47]1[N:46]([CH2:57][CH2:58][CH3:59])[C:45]2[N:44]=[C:43]([CH:38]3[CH2:37][CH:36]4[CH:35]([CH:2]=[O:3])[CH:40]([CH2:41][CH2:42]4)[CH2:39]3)[NH:51][C:50]=2[C:49](=[O:52])[N:48]1[CH2:53][CH2:54][CH3:55]. The catalyst class is: 11. (9) Reactant: Cl[C:2]1[C:11]2[C:6](=[CH:7][C:8]([O:14][CH2:15][CH:16]3[CH2:21][CH2:20][N:19]([CH3:22])[CH2:18][CH2:17]3)=[C:9]([O:12][CH3:13])[CH:10]=2)[N:5]=[CH:4][N:3]=1.[C:23]([C:25]1[CH:26]=[N:27][C:28]2[C:33]([CH:34]=1)=[CH:32][CH:31]=[C:30]([OH:35])[CH:29]=2)#[N:24].C(=O)([O-])[O-].[K+].[K+]. Product: [C:23]([C:25]1[CH:26]=[N:27][C:28]2[C:33]([CH:34]=1)=[CH:32][CH:31]=[C:30]([O:35][C:2]1[C:11]3[C:6](=[CH:7][C:8]([O:14][CH2:15][CH:16]4[CH2:21][CH2:20][N:19]([CH3:22])[CH2:18][CH2:17]4)=[C:9]([O:12][CH3:13])[CH:10]=3)[N:5]=[CH:4][N:3]=1)[CH:29]=2)#[N:24]. The catalyst class is: 174. (10) The catalyst class is: 443. Product: [CH2:1]([O:8][C:9]1[N:24]=[C:23]([C:41]2[CH:40]=[C:39]3[C:44](=[CH:43][CH:42]=2)[N:36]([CH3:35])[CH:37]=[CH:38]3)[C:22]([OH:26])=[C:21]([O:27][CH2:28][C:29]2[CH:34]=[CH:33][CH:32]=[CH:31][CH:30]=2)[C:10]=1[C:11]([O:13][CH2:14][C:15]1[CH:20]=[CH:19][CH:18]=[CH:17][CH:16]=1)=[O:12])[C:2]1[CH:7]=[CH:6][CH:5]=[CH:4][CH:3]=1. Reactant: [CH2:1]([O:8][C:9]1[N:24]=[C:23](Br)[C:22]([OH:26])=[C:21]([O:27][CH2:28][C:29]2[CH:34]=[CH:33][CH:32]=[CH:31][CH:30]=2)[C:10]=1[C:11]([O:13][CH2:14][C:15]1[CH:20]=[CH:19][CH:18]=[CH:17][CH:16]=1)=[O:12])[C:2]1[CH:7]=[CH:6][CH:5]=[CH:4][CH:3]=1.[CH3:35][N:36]1[C:44]2[C:39](=[CH:40][C:41](B(O)O)=[CH:42][CH:43]=2)[CH:38]=[CH:37]1.F[B-](F)(F)F.C([PH+](C(C)(C)C)C(C)(C)C)(C)(C)C.[F-].[K+].